Dataset: Reaction yield outcomes from USPTO patents with 853,638 reactions. Task: Predict the reaction yield, written as a fraction of the theoretical maximum amount of product (1.0 means a 100% yield; for example, 0.34 means a 34% yield). (1) The reactants are [C:1]([O:4][C:5]1[C:14]2[C:9](=[C:10]([N+:15]([O-])=O)[CH:11]=[CH:12][CH:13]=2)[N:8]=[C:7]([C:18]2[CH:23]=[CH:22][CH:21]=[C:20]([C:24]([F:27])([F:26])[F:25])[CH:19]=2)[CH:6]=1)(=[O:3])[CH3:2]. The catalyst is C(OCC)(=O)C.[Pd]. The product is [C:1]([O:4][C:5]1[C:14]2[C:9](=[C:10]([NH2:15])[CH:11]=[CH:12][CH:13]=2)[N:8]=[C:7]([C:18]2[CH:23]=[CH:22][CH:21]=[C:20]([C:24]([F:27])([F:25])[F:26])[CH:19]=2)[CH:6]=1)(=[O:3])[CH3:2]. The yield is 0.550. (2) The reactants are CCN=C=NCCCN(C)C.Cl.[C:13]([O:16][C:17]1[CH:25]=[CH:24][C:23]([Cl:26])=[CH:22][C:18]=1[C:19]([OH:21])=O)(=[O:15])[CH3:14].Cl.[NH2:28][CH2:29][C:30]([NH:32][C:33]1[CH:38]=[C:37]([C:39]([F:42])([F:41])[F:40])[CH:36]=[C:35]([C:43]([F:46])([F:45])[F:44])[CH:34]=1)=[O:31].ON1C2C=CC=CC=2N=N1.Cl. The catalyst is CN(C)C=O. The product is [C:13]([O:16][C:17]1[CH:25]=[CH:24][C:23]([Cl:26])=[CH:22][C:18]=1[C:19]([NH:28][CH2:29][C:30](=[O:31])[NH:32][C:33]1[CH:38]=[C:37]([C:39]([F:42])([F:41])[F:40])[CH:36]=[C:35]([C:43]([F:44])([F:45])[F:46])[CH:34]=1)=[O:21])(=[O:15])[CH3:14]. The yield is 0.693.